This data is from Catalyst prediction with 721,799 reactions and 888 catalyst types from USPTO. The task is: Predict which catalyst facilitates the given reaction. (1) Product: [NH:34]1[C:35]2[C:31](=[C:30]([C:2]3[N:3]=[C:4]([N:23]4[CH2:28][CH2:27][O:26][CH2:25][CH2:24]4)[C:5]4[S:10][C:9]([C:11]([N:13]5[CH2:18][CH2:17][N:16]([S:19]([CH3:22])(=[O:21])=[O:20])[CH2:15][CH2:14]5)=[O:12])=[N:8][C:6]=4[N:7]=3)[CH:38]=[CH:37][CH:36]=2)[CH:32]=[N:33]1. Reactant: Cl[C:2]1[N:3]=[C:4]([N:23]2[CH2:28][CH2:27][O:26][CH2:25][CH2:24]2)[C:5]2[S:10][C:9]([C:11]([N:13]3[CH2:18][CH2:17][N:16]([S:19]([CH3:22])(=[O:21])=[O:20])[CH2:15][CH2:14]3)=[O:12])=[N:8][C:6]=2[N:7]=1.B(O)(O)[C:30]1[CH:38]=[CH:37][CH:36]=[C:35]2[C:31]=1[CH:32]=[N:33][NH:34]2.C(=O)([O-])[O-].[Na+].[Na+].C(#N)C. The catalyst class is: 189. (2) Reactant: [NH2:1][C@H:2]([C:6]([OH:8])=[O:7])[CH:3]([CH3:5])[CH3:4].[S:9]1[CH:13]=[CH:12][CH:11]=[C:10]1[C:14](Cl)=[O:15].Cl. Product: [CH3:4][CH:3]([CH3:5])[C@H:2]([NH:1][C:14](=[O:15])[C:10]1[S:9][CH:13]=[CH:12][CH:11]=1)[C:6]([OH:8])=[O:7]. The catalyst class is: 74. (3) Reactant: Cl[CH:2]([C:14]1[CH:19]=[CH:18][CH:17]=[CH:16][CH:15]=1)[C:3]([C:5]1[C:13]2[C:8](=[CH:9][CH:10]=[CH:11][CH:12]=2)[NH:7][CH:6]=1)=[O:4].[NH2:20][C:21]1[CH:22]=[C:23]([CH:27]=[CH:28][CH:29]=1)[C:24]([NH2:26])=[O:25].CCN(C(C)C)C(C)C. Product: [NH:7]1[C:8]2[C:13](=[CH:12][CH:11]=[CH:10][CH:9]=2)[C:5]([C:3](=[O:4])[CH:2]([NH:20][C:21]2[CH:22]=[C:23]([CH:27]=[CH:28][CH:29]=2)[C:24]([NH2:26])=[O:25])[C:14]2[CH:19]=[CH:18][CH:17]=[CH:16][CH:15]=2)=[CH:6]1. The catalyst class is: 10. (4) Reactant: Br[C:2]1[CH:3]=[C:4]([CH2:16][N:17]([CH3:25])[C:18](=[O:24])[O:19][C:20]([CH3:23])([CH3:22])[CH3:21])[S:5][C:6]=1[S:7]([C:10]1[CH:15]=[CH:14][CH:13]=[CH:12][CH:11]=1)(=[O:9])=[O:8].[NH:26]1[CH2:31][CH2:30][CH2:29][CH2:28][C:27]1=[O:32].C(=O)([O-])[O-].[Cs+].[Cs+].O. Product: [CH3:25][N:17]([CH2:16][C:4]1[S:5][C:6]([S:7]([C:10]2[CH:15]=[CH:14][CH:13]=[CH:12][CH:11]=2)(=[O:9])=[O:8])=[C:2]([N:26]2[CH2:31][CH2:30][CH2:29][CH2:28][C:27]2=[O:32])[CH:3]=1)[C:18](=[O:24])[O:19][C:20]([CH3:23])([CH3:22])[CH3:21]. The catalyst class is: 101. (5) Reactant: [C:1]([C:3]1[CH:15]=[C:14]2[C:6]([C:7]3[C:8](=[O:30])[C:9]4[CH:21]=[CH:20][C:19](OS(C(F)(F)F)(=O)=O)=[CH:18][C:10]=4[C:11]([CH3:17])([CH3:16])[C:12]=3[NH:13]2)=[CH:5][CH:4]=1)#[N:2].[CH2:31](O)[CH2:32]C.C([B-](F)(F)F)=C.[K+].C(N(CC)CC)C. Product: [CH3:16][C:11]1([CH3:17])[C:12]2[NH:13][C:14]3[C:6](=[CH:5][CH:4]=[C:3]([C:1]#[N:2])[CH:15]=3)[C:7]=2[C:8](=[O:30])[C:9]2[CH:21]=[CH:20][C:19]([CH:31]=[CH2:32])=[CH:18][C:10]1=2. The catalyst class is: 6.